This data is from Forward reaction prediction with 1.9M reactions from USPTO patents (1976-2016). The task is: Predict the product of the given reaction. Given the reactants [CH3:1]I.C(=O)([O-])[O-].[Cs+].[Cs+].[CH3:9][C:10]1[CH:18]=[CH:17][CH:16]=[C:15]2[C:11]=1[CH:12]=[CH:13][NH:14]2, predict the reaction product. The product is: [CH3:1][N:14]1[C:15]2[C:11](=[C:10]([CH3:9])[CH:18]=[CH:17][CH:16]=2)[CH:12]=[CH:13]1.